From a dataset of Forward reaction prediction with 1.9M reactions from USPTO patents (1976-2016). Predict the product of the given reaction. (1) The product is: [C:26]1([N:32]2[C:5]([C:7]3[C:12](=[O:13])[CH:11]=[CH:10][N:9]([C:14]4[CH:15]=[CH:16][C:17]([O:20][C:21]([F:23])([F:24])[F:22])=[CH:18][CH:19]=4)[N:8]=3)=[CH:4][CH:3]=[N:2]2)[CH:31]=[CH:30][CH:29]=[CH:28][CH:27]=1. Given the reactants C[N:2](C)/[CH:3]=[CH:4]/[C:5]([C:7]1[C:12](=[O:13])[CH:11]=[CH:10][N:9]([C:14]2[CH:19]=[CH:18][C:17]([O:20][C:21]([F:24])([F:23])[F:22])=[CH:16][CH:15]=2)[N:8]=1)=O.[C:26]1([NH:32]N)[CH:31]=[CH:30][CH:29]=[CH:28][CH:27]=1, predict the reaction product. (2) Given the reactants [F:1][C:2]([F:18])([C:9]([F:17])([F:16])[C:10]([F:15])([F:14])[CH:11]([F:13])[F:12])[CH2:3][O:4][CH2:5][CH:6]1[O:8][CH2:7]1.[NH:19]1[CH2:24][CH2:23][O:22][CH2:21][CH2:20]1, predict the reaction product. The product is: [O:22]1[CH2:23][CH2:24][N:19]([CH2:7][CH:6]([OH:8])[CH2:5][O:4][CH2:3][C:2]([F:18])([F:1])[C:9]([F:17])([F:16])[C:10]([F:15])([F:14])[CH:11]([F:13])[F:12])[CH2:20][CH2:21]1. (3) The product is: [Br:1][C:2]1[C:3]([O:9][CH3:10])=[N:4][C:5]([NH:15][C:14]2[CH:16]=[C:17]([CH3:19])[CH:18]=[C:12]([CH3:11])[CH:13]=2)=[N:6][CH:7]=1. Given the reactants [Br:1][C:2]1[C:3]([O:9][CH3:10])=[N:4][C:5](Cl)=[N:6][CH:7]=1.[CH3:11][C:12]1[CH:13]=[C:14]([CH:16]=[C:17]([CH3:19])[CH:18]=1)[NH2:15], predict the reaction product. (4) Given the reactants [Cl:1][C:2]1[CH:7]=[CH:6][C:5]([C:8]2[N:9]=[C:10]([CH:13]3[O:18][CH2:17][CH2:16][NH:15][CH2:14]3)[NH:11][CH:12]=2)=[CH:4][CH:3]=1.[Cl:19][C:20]1[CH:25]=[C:24](Cl)[N:23]=[C:22]([NH2:27])[N:21]=1.CCN(C(C)C)C(C)C, predict the reaction product. The product is: [Cl:19][C:20]1[CH:25]=[C:24]([N:15]2[CH2:16][CH2:17][O:18][CH:13]([C:10]3[NH:11][CH:12]=[C:8]([C:5]4[CH:6]=[CH:7][C:2]([Cl:1])=[CH:3][CH:4]=4)[N:9]=3)[CH2:14]2)[N:23]=[C:22]([NH2:27])[N:21]=1. (5) The product is: [NH2:1][C:2]1[C:3]([C:9]([NH:35][C:36]2[CH:40]=[CH:39][N:38]([CH3:41])[N:37]=2)=[O:11])=[N:4][C:5]([I:8])=[CH:6][N:7]=1. Given the reactants [NH2:1][C:2]1[C:3]([C:9]([OH:11])=O)=[N:4][C:5]([I:8])=[CH:6][N:7]=1.Cl.CN(C)CCCN=C=NCC.ON1C2C=CC=CC=2N=N1.Cl.[NH2:35][C:36]1[CH:40]=[CH:39][N:38]([CH3:41])[N:37]=1.C(N(CC)CC)C, predict the reaction product. (6) Given the reactants FC(F)(F)C([NH:5][C@@H:6]1[CH2:15][C:14]2[C:9](=[C:10]([S:18]([NH:21][C:22]3[CH:27]=[CH:26][C:25]([C:28]([F:31])([F:30])[F:29])=[CH:24][CH:23]=3)(=[O:20])=[O:19])[CH:11]=[CH:12][C:13]=2[O:16][CH3:17])[O:8][CH2:7]1)=O.N, predict the reaction product. The product is: [NH2:5][C@@H:6]1[CH2:15][C:14]2[C:9](=[C:10]([S:18]([NH:21][C:22]3[CH:27]=[CH:26][C:25]([C:28]([F:31])([F:30])[F:29])=[CH:24][CH:23]=3)(=[O:20])=[O:19])[CH:11]=[CH:12][C:13]=2[O:16][CH3:17])[O:8][CH2:7]1. (7) Given the reactants [NH:1]1[CH2:6][CH2:5][CH:4]([CH2:7][N:8]2[CH2:13][CH2:12][CH:11]([OH:14])[CH2:10][CH2:9]2)[CH2:3][CH2:2]1.Cl.Cl[C:17]([O:19][C:20]1[CH:25]=[CH:24][C:23]([O:26][C:27]2[CH:32]=[CH:31][C:30]([C:33]([F:36])([F:35])[F:34])=[CH:29][N:28]=2)=[CH:22][CH:21]=1)=[O:18], predict the reaction product. The product is: [F:35][C:33]([F:34])([F:36])[C:30]1[CH:31]=[CH:32][C:27]([O:26][C:23]2[CH:24]=[CH:25][C:20]([O:19][C:17]([N:1]3[CH2:2][CH2:3][CH:4]([CH2:7][N:8]4[CH2:13][CH2:12][CH:11]([OH:14])[CH2:10][CH2:9]4)[CH2:5][CH2:6]3)=[O:18])=[CH:21][CH:22]=2)=[N:28][CH:29]=1. (8) Given the reactants [Cl:1][C:2]1[CH:3]=[CH:4][C:5](OS(C(F)(F)F)(=O)=O)=[C:6]2[C:11]=1[N:10]=[C:9]([CH3:12])[C:8]([S:13][C:14]1[CH:19]=[CH:18][C:17]([Cl:20])=[CH:16][CH:15]=1)=[C:7]2[CH3:21].C([Si]([O:37][C:38]([O:40][CH3:41])=[CH2:39])(C)C)(C)(C)C.C([O-])(=O)C.[Na+], predict the reaction product. The product is: [CH3:41][O:40][C:38](=[O:37])[CH2:39][C:5]1[CH:4]=[CH:3][C:2]([Cl:1])=[C:11]2[C:6]=1[C:7]([CH3:21])=[C:8]([S:13][C:14]1[CH:19]=[CH:18][C:17]([Cl:20])=[CH:16][CH:15]=1)[C:9]([CH3:12])=[N:10]2. (9) Given the reactants [C:1]1([CH:7]2[CH2:10][CH:9]([NH2:11])[CH2:8]2)[CH:6]=[CH:5][CH:4]=[CH:3][CH:2]=1.CCN(C(C)C)C(C)C.O=C1CCC(=O)N1[O:28][C:29]([NH:31][C:32]1[CH:40]=[CH:39][CH:38]=[C:37]2[C:33]=1[CH:34]=[N:35][N:36]2C(OC)=O)=O.[OH-].[Na+], predict the reaction product. The product is: [NH:36]1[C:37]2[C:33](=[C:32]([NH:31][C:29]([NH:11][CH:9]3[CH2:8][CH:7]([C:1]4[CH:6]=[CH:5][CH:4]=[CH:3][CH:2]=4)[CH2:10]3)=[O:28])[CH:40]=[CH:39][CH:38]=2)[CH:34]=[N:35]1. (10) Given the reactants [C:1]([C:3]([C:6]1[CH:7]=[C:8]([CH:33]=[CH:34][CH:35]=1)[C:9]([NH:11][C:12]1[CH:13]=[CH:14][C:15]([CH3:32])=[C:16]([NH:18][C:19]([C:21]2[S:31][C:24]3=[N:25][C:26]([NH:29][CH3:30])=[CH:27][N:28]=[C:23]3[CH:22]=2)=[O:20])[CH:17]=1)=[O:10])([CH3:5])[CH3:4])#[N:2].ClC1N=C2SC([C:46](NC3C=C(NC(=O)C4C=CC=C(C(C#N)(C)C)C=4)C=CC=3C)=[O:47])=CC2=NC=1.NCCO, predict the reaction product. The product is: [C:1]([C:3]([C:6]1[CH:7]=[C:8]([CH:33]=[CH:34][CH:35]=1)[C:9]([NH:11][C:12]1[CH:13]=[CH:14][C:15]([CH3:32])=[C:16]([NH:18][C:19]([C:21]2[S:31][C:24]3=[N:25][C:26]([NH:29][CH2:30][CH2:46][OH:47])=[CH:27][N:28]=[C:23]3[CH:22]=2)=[O:20])[CH:17]=1)=[O:10])([CH3:5])[CH3:4])#[N:2].